From a dataset of Full USPTO retrosynthesis dataset with 1.9M reactions from patents (1976-2016). Predict the reactants needed to synthesize the given product. (1) Given the product [CH3:11][O:10][C:8](=[O:7])[CH2:9][S:2]([Cl:1])(=[O:4])=[O:3], predict the reactants needed to synthesize it. The reactants are: [Cl:1][S:2](Cl)(=[O:4])=[O:3].C[OH:7].[CH2:8]([O:10][CH2:11]C)[CH3:9]. (2) Given the product [BrH:24].[NH2:13][C:9]1[N:8]=[C:7]([C:3](=[O:2])[CH2:4][Br:24])[CH:12]=[CH:11][N:10]=1, predict the reactants needed to synthesize it. The reactants are: C[O:2][C:3]([C:7]1[CH:12]=[CH:11][N:10]=[C:9]([NH2:13])[N:8]=1)(OC)[CH3:4].NC1N=C(C(=O)C)C=CN=1.[BrH:24]. (3) Given the product [N:30]1([C:27]([C:23]2[N:24]=[CH:25][N:26]=[C:21]([NH:20][C:16]3[CH:17]=[C:18]4[C:13](=[CH:14][CH:15]=3)[CH2:12][C:4]3([C:5]5[C:6](=[N:7][CH:8]=[CH:9][CH:10]=5)[NH:11][C:3]3=[O:2])[CH2:19]4)[CH:22]=2)=[O:29])[C:39]2[C:34](=[CH:35][CH:36]=[CH:37][CH:38]=2)[CH2:33][CH2:32][CH2:31]1, predict the reactants needed to synthesize it. The reactants are: Cl.[O:2]=[C:3]1[NH:11][C:6]2=[N:7][CH:8]=[CH:9][CH:10]=[C:5]2[C:4]21[CH2:19][C:18]1[C:13](=[CH:14][CH:15]=[C:16]([NH:20][C:21]3[N:26]=[CH:25][N:24]=[C:23]([C:27]([OH:29])=O)[CH:22]=3)[CH:17]=1)[CH2:12]2.[NH:30]1[C:39]2[C:34](=[CH:35][CH:36]=[CH:37][CH:38]=2)[CH2:33][CH2:32][CH2:31]1.CN(C(ON1N=NC2C=CC=CC1=2)=[N+](C)C)C.[B-](F)(F)(F)F.